From a dataset of Full USPTO retrosynthesis dataset with 1.9M reactions from patents (1976-2016). Predict the reactants needed to synthesize the given product. The reactants are: [OH:1][C:2]1[CH:11]=[CH:10][C:5]([C:6]([O:8][CH3:9])=[O:7])=[CH:4][C:3]=1[C:12]([N:14]1[CH2:23][CH2:22][C:21]2[C:16](=[CH:17][CH:18]=[CH:19][CH:20]=2)[CH2:15]1)=[O:13].CC1C=CC=C(C)N=1.[F:32][C:33]([F:46])([F:45])[S:34](O[S:34]([C:33]([F:46])([F:45])[F:32])(=[O:36])=[O:35])(=[O:36])=[O:35]. Given the product [CH2:15]1[C:16]2[C:21](=[CH:20][CH:19]=[CH:18][CH:17]=2)[CH2:22][CH2:23][N:14]1[C:12]([C:3]1[CH:4]=[C:5]([CH:10]=[CH:11][C:2]=1[O:1][S:34]([C:33]([F:46])([F:45])[F:32])(=[O:36])=[O:35])[C:6]([O:8][CH3:9])=[O:7])=[O:13], predict the reactants needed to synthesize it.